Dataset: Forward reaction prediction with 1.9M reactions from USPTO patents (1976-2016). Task: Predict the product of the given reaction. (1) Given the reactants [Br:1][C:2]1[CH:3]=[C:4]2[C:8](=[CH:9][C:10]=1[N+:11]([O-:13])=[O:12])[NH:7][N:6]=[CH:5]2.[I:14]I.[OH-].[K+].S([O-])([O-])(=O)=S.[Na+].[Na+], predict the reaction product. The product is: [Br:1][C:2]1[CH:3]=[C:4]2[C:8](=[CH:9][C:10]=1[N+:11]([O-:13])=[O:12])[NH:7][N:6]=[C:5]2[I:14]. (2) Given the reactants Cl.[F:2][C:3]1[CH:4]=[C:5]([C:8]2[O:12][N:11]=[C:10]([C@H:13]3[CH2:18][CH2:17][CH2:16][NH:15][CH2:14]3)[N:9]=2)[NH:6][CH:7]=1.[F:19][C:20]1[CH:25]=[C:24]([C:26](O)=[O:27])[CH:23]=[CH:22][N:21]=1, predict the reaction product. The product is: [F:19][C:20]1[CH:25]=[C:24]([C:26]([N:15]2[CH2:16][CH2:17][CH2:18][C@H:13]([C:10]3[N:9]=[C:8]([C:5]4[NH:6][CH:7]=[C:3]([F:2])[CH:4]=4)[O:12][N:11]=3)[CH2:14]2)=[O:27])[CH:23]=[CH:22][N:21]=1.